The task is: Predict the product of the given reaction.. This data is from Forward reaction prediction with 1.9M reactions from USPTO patents (1976-2016). (1) Given the reactants C([O:4][C:5]1[CH:6]=[C:7]2[C:12](=[CH:13][C:14]=1[O:15][CH3:16])[N:11]=[CH:10][N:9]=[C:8]2[NH:17][C:18]1[CH:23]=[CH:22][C:21]([F:24])=[C:20]([Cl:25])[CH:19]=1)(=O)C.[OH-].[Na+].Cl, predict the reaction product. The product is: [Cl:25][C:20]1[CH:19]=[C:18]([NH:17][C:8]2[C:7]3[C:12](=[CH:13][C:14]([O:15][CH3:16])=[C:5]([OH:4])[CH:6]=3)[N:11]=[CH:10][N:9]=2)[CH:23]=[CH:22][C:21]=1[F:24]. (2) Given the reactants [CH3:1][C:2]1[CH:35]=[C:34]([CH3:36])[CH:33]=[C:32]([CH3:37])[C:3]=1[C:4]([C:6]1[CH:18]=[C:17]2[C:9]([N:10]([C:19]3[CH:24]=[CH:23][C:22]([C:25](=[O:27])[CH3:26])=[CH:21][CH:20]=3)[C:11]3[C:16]2=[CH:15][CH:14]=[CH:13][CH:12]=3)=[C:8]2[CH:28]=[CH:29][CH:30]=[CH:31][C:7]=12)=[O:5].[C:38](Cl)(=[O:43])[CH2:39][CH:40]([CH3:42])[CH3:41].[Al+3].[Cl-].[Cl-].[Cl-], predict the reaction product. The product is: [C:25]([C:22]1[CH:21]=[CH:20][C:19]([N:10]2[C:9]3[C:17](=[CH:18][C:6]([C:4](=[O:5])[C:3]4[C:32]([CH3:37])=[CH:33][C:34]([CH3:36])=[CH:35][C:2]=4[CH3:1])=[C:7]4[CH:31]=[CH:30][CH:29]=[CH:28][C:8]4=3)[C:16]3[C:11]2=[CH:12][CH:13]=[C:14]([C:38](=[O:43])[CH2:39][CH:40]([CH3:42])[CH3:41])[CH:15]=3)=[CH:24][CH:23]=1)(=[O:27])[CH3:26]. (3) Given the reactants Br[CH2:2][C:3]([C:5]1[CH:10]=[CH:9][CH:8]=[CH:7][CH:6]=1)=[O:4].C([O-])([O-])=O.[K+].[K+].[SH:17][C:18]1[CH:26]=[CH:25][C:21]([C:22]([OH:24])=[O:23])=[CH:20][CH:19]=1, predict the reaction product. The product is: [O:4]=[C:3]([C:5]1[CH:10]=[CH:9][CH:8]=[CH:7][CH:6]=1)[CH2:2][S:17][C:18]1[CH:26]=[CH:25][C:21]([C:22]([OH:24])=[O:23])=[CH:20][CH:19]=1. (4) Given the reactants CN1CCN([C:8]2[CH:13]=[CH:12][C:11]([C:14]3[CH:15]=[C:16]4[C:26]5[C:21](=[CH:22][N:23]=[C:24]([C:27]6[CH:28]=[N:29][CH:30]=[CH:31][CH:32]=6)[CH:25]=5)[NH:20][C:17]4=[N:18][CH:19]=3)=[CH:10][CH:9]=2)CC1.[N:33]1([C:39]2C=C(C3C=C4C5C(=CN=C(C6C=NC=CC=6)C=5)NC4=NC=3)C=CC=2)[CH2:38][CH2:37][NH:36][CH2:35][CH2:34]1, predict the reaction product. The product is: [CH3:39][N:33]1[CH2:38][CH2:37][N:36]([C:13]2[CH:12]=[C:11]([C:14]3[CH:15]=[C:16]4[C:26]5[C:21](=[CH:22][N:23]=[C:24]([C:27]6[CH:28]=[N:29][CH:30]=[CH:31][CH:32]=6)[CH:25]=5)[NH:20][C:17]4=[N:18][CH:19]=3)[CH:10]=[CH:9][CH:8]=2)[CH2:35][CH2:34]1. (5) Given the reactants [F:1][C:2]([F:20])([F:19])[C:3]1[CH:8]=[CH:7][C:6]([C:9]2[S:10][C:11]([C:14]([O:16]CC)=[O:15])=[CH:12][N:13]=2)=[CH:5][CH:4]=1.[Li+].[OH-].Cl, predict the reaction product. The product is: [F:20][C:2]([F:1])([F:19])[C:3]1[CH:4]=[CH:5][C:6]([C:9]2[S:10][C:11]([C:14]([OH:16])=[O:15])=[CH:12][N:13]=2)=[CH:7][CH:8]=1. (6) Given the reactants C([O:4][CH2:5][CH2:6][CH2:7][N:8]1[C:13](=[O:14])[C:12]2[N:15]([CH2:29][C:30]3[CH:35]=[CH:34][C:33]([Cl:36])=[CH:32][CH:31]=3)[C:16]([C:18]3[CH:23]=[CH:22][CH:21]=[C:20]([O:24][C:25]([F:28])([F:27])[F:26])[CH:19]=3)=[CH:17][C:11]=2[N:10]([CH3:37])[C:9]1=[O:38])(=O)C.O[Li].O, predict the reaction product. The product is: [Cl:36][C:33]1[CH:34]=[CH:35][C:30]([CH2:29][N:15]2[C:12]3[C:13](=[O:14])[N:8]([CH2:7][CH2:6][CH2:5][OH:4])[C:9](=[O:38])[N:10]([CH3:37])[C:11]=3[CH:17]=[C:16]2[C:18]2[CH:23]=[CH:22][CH:21]=[C:20]([O:24][C:25]([F:26])([F:27])[F:28])[CH:19]=2)=[CH:31][CH:32]=1. (7) Given the reactants N([O-])=O.[Na+].N[C:6]1[CH:14]=[C:13]([C:15]([F:18])([F:17])[F:16])[CH:12]=[CH:11][C:7]=1[C:8]([OH:10])=[O:9].[H+].[B-](F)(F)(F)F.[C:25]([O:29][CH2:30][CH3:31])(=[O:28])[CH:26]=[CH2:27], predict the reaction product. The product is: [CH2:30]([O:29][C:25](/[CH:26]=[CH:27]/[C:6]1[CH:14]=[C:13]([C:15]([F:18])([F:17])[F:16])[CH:12]=[CH:11][C:7]=1[C:8]([OH:10])=[O:9])=[O:28])[CH3:31]. (8) The product is: [ClH:10].[C:1]([NH:6][CH2:7][CH2:8][NH2:9])(=[O:5])[C:2]([CH3:4])=[CH2:3]. Given the reactants [C:1]([NH:6][CH2:7][CH2:8][NH2:9])(=[O:5])[C:2]([CH3:4])=[CH2:3].[ClH:10], predict the reaction product. (9) Given the reactants [N:1]1([C:6]2[CH:7]=[N:8][C:9]([N:12]3[CH2:16][CH2:15][C:14]4([CH2:21][CH2:20][NH:19][CH2:18][CH2:17]4)[CH2:13]3)=[N:10][CH:11]=2)[CH:5]=[N:4][N:3]=[N:2]1.[CH3:22][C:23]1[C:31]([C@@H:32]2[CH2:34][O:33]2)=[CH:30][CH:29]=[C:28]2[C:24]=1[CH2:25][O:26][C:27]2=[O:35], predict the reaction product. The product is: [N:1]1([C:6]2[CH:7]=[N:8][C:9]([N:12]3[CH2:16][CH2:15][C:14]4([CH2:21][CH2:20][N:19]([CH2:34][C@@H:32]([C:31]5[C:23]([CH3:22])=[C:24]6[C:28](=[CH:29][CH:30]=5)[C:27](=[O:35])[O:26][CH2:25]6)[OH:33])[CH2:18][CH2:17]4)[CH2:13]3)=[N:10][CH:11]=2)[CH:5]=[N:4][N:3]=[N:2]1.